Dataset: Forward reaction prediction with 1.9M reactions from USPTO patents (1976-2016). Task: Predict the product of the given reaction. (1) Given the reactants [N:1]1(CCOC2C=CC(NC(N)=O)=CC=2)CCCC1.[N:19]([C:22]1[CH:23]=[C:24]([CH:29]=[CH:30][CH:31]=1)[CH2:25][N:26]([CH3:28])[CH3:27])=[C:20]=[S:21].N(C1C=CC(OCCN2CCCC2)=CC=1)=C=S.CN(CC1C=C(N)C=CC=1)C, predict the reaction product. The product is: [CH3:27][N:26]([CH2:25][C:24]1[CH:23]=[C:22]([NH:19][C:20]([NH2:1])=[S:21])[CH:31]=[CH:30][CH:29]=1)[CH3:28].[N:19]([C:22]1[CH:23]=[C:24]([CH:29]=[CH:30][CH:31]=1)[CH2:25][N:26]([CH3:28])[CH3:27])=[C:20]=[S:21]. (2) Given the reactants C[O:2]/[C:3](=[N:13]/[C:14]1[CH:19]=[CH:18][C:17]([CH:20]([C:22]2[N:26]([CH2:27][C:28]3[CH:33]=[CH:32][C:31]([C:34]#[N:35])=[CH:30][CH:29]=3)[CH:25]=[N:24][CH:23]=2)[OH:21])=[CH:16][CH:15]=1)/[CH:4]=[CH:5]/[C:6]1[CH:11]=[CH:10][CH:9]=[C:8]([Cl:12])[CH:7]=1.C(Cl)Cl.CO.C([O-])([O-])=O.[K+].[K+], predict the reaction product. The product is: [Cl:12][C:8]1[CH:7]=[C:6]([C:5]2[C:19]3[C:14](=[CH:15][CH:16]=[C:17]([CH:20]([OH:21])[C:22]4[N:26]([CH2:27][C:28]5[CH:29]=[CH:30][C:31]([C:34]#[N:35])=[CH:32][CH:33]=5)[CH:25]=[N:24][CH:23]=4)[CH:18]=3)[NH:13][C:3](=[O:2])[CH:4]=2)[CH:11]=[CH:10][CH:9]=1. (3) The product is: [C:10]([C@@H:6]1[CH2:7][CH2:8][CH2:9][N:5]1[C:3](=[O:4])[CH2:2][NH:12][C@@H:13]([CH2:24][CH:25]([CH3:27])[CH3:26])[C:14]([N:16]1[CH2:20][CH2:19][CH2:18][C@H:17]1[C:21]([NH2:23])=[O:22])=[O:15])#[N:11]. Given the reactants Br[CH2:2][C:3]([N:5]1[CH2:9][CH2:8][CH2:7][C@H:6]1[C:10]#[N:11])=[O:4].[NH2:12][CH:13]([CH2:24][CH:25]([CH3:27])[CH3:26])[C:14]([N:16]1[CH2:20][CH2:19][CH2:18][CH:17]1[C:21]([NH2:23])=[O:22])=[O:15], predict the reaction product. (4) Given the reactants [CH2:1]([O:8][C:9]1[CH:14]=[CH:13][CH:12]=[CH:11][C:10]=1[C:15]1[C:16](B(O)O)=[CH:17][CH:18]=[CH:19][CH:20]=1)[C:2]1[CH:7]=[CH:6][CH:5]=[CH:4][CH:3]=1.Br[C:25]1[CH:30]=[CH:29][C:28]([S:31]([NH:34][C:35]([C:37]2[CH:42]=[CH:41][CH:40]=[CH:39][CH:38]=2)=[O:36])(=[O:33])=[O:32])=[CH:27][CH:26]=1.C(=O)([O-])[O-].[K+].[K+].C1(C)C=CC=CC=1.C(O)C, predict the reaction product. The product is: [C:37]1([C:35]([NH:34][S:31]([C:28]2[CH:29]=[CH:30][C:25]([C:16]3[C:15]([C:10]4[CH:11]=[CH:12][CH:13]=[CH:14][C:9]=4[O:8][CH2:1][C:2]4[CH:7]=[CH:6][CH:5]=[CH:4][CH:3]=4)=[CH:20][CH:19]=[CH:18][CH:17]=3)=[CH:26][CH:27]=2)(=[O:33])=[O:32])=[O:36])[CH:38]=[CH:39][CH:40]=[CH:41][CH:42]=1. (5) Given the reactants [I:1][CH2:2][C@@H:3]1[CH2:7][CH2:6][N:5]([C:8]([O:10][C:11]([CH3:14])([CH3:13])[CH3:12])=[O:9])[CH2:4]1.OC[C@H]1CCN(C(OC(C)(C)C)=O)C1, predict the reaction product. The product is: [I:1][CH2:2][C@H:3]1[CH2:7][CH2:6][N:5]([C:8]([O:10][C:11]([CH3:14])([CH3:13])[CH3:12])=[O:9])[CH2:4]1. (6) Given the reactants C(OC(=O)[NH:7][CH:8]([C:10]1[CH:15]=[CH:14][C:13]([NH:16][S:17]([CH3:20])(=[O:19])=[O:18])=[C:12]([CH:21]=[CH2:22])[CH:11]=1)[CH3:9])(C)(C)C.[F:24][C:25]([F:30])([F:29])[C:26]([OH:28])=[O:27], predict the reaction product. The product is: [F:24][C:25]([F:30])([F:29])[C:26]([O-:28])=[O:27].[CH3:20][S:17]([NH:16][C:13]1[CH:14]=[CH:15][C:10]([C@H:8]([NH3+:7])[CH3:9])=[CH:11][C:12]=1[CH:21]=[CH2:22])(=[O:19])=[O:18]. (7) Given the reactants [C:1]1([S:7]([NH:10][C:11]2[CH:19]=[CH:18][C:17]([Cl:20])=[CH:16][C:12]=2[C:13](Cl)=[O:14])(=[O:9])=[O:8])[CH:6]=[CH:5][CH:4]=[CH:3][CH:2]=1.[CH3:21][C@H:22]([NH2:31])[C:23]1[CH:28]=[CH:27][C:26]([O:29][CH3:30])=[CH:25][CH:24]=1, predict the reaction product. The product is: [C:1]1([S:7]([NH:10][C:11]2[CH:19]=[CH:18][C:17]([Cl:20])=[CH:16][C:12]=2[C:13]([NH:31][C@H:22]([C:23]2[CH:28]=[CH:27][C:26]([O:29][CH3:30])=[CH:25][CH:24]=2)[CH3:21])=[O:14])(=[O:9])=[O:8])[CH:6]=[CH:5][CH:4]=[CH:3][CH:2]=1. (8) Given the reactants [CH2:1]([N:8]1[C:13](=[O:14])[CH2:12][CH2:11][C:10]([CH2:15][C:16]2[C:24]3[C:19](=[CH:20][CH:21]=[C:22]([F:25])[CH:23]=3)[N:18]([CH2:26][C:27]([O:29]C)=[O:28])[C:17]=2[CH3:31])=[N:9]1)[C:2]1[CH:7]=[CH:6][CH:5]=[CH:4][CH:3]=1.O.[OH-].[Li+], predict the reaction product. The product is: [CH2:1]([N:8]1[C:13](=[O:14])[CH2:12][CH2:11][C:10]([CH2:15][C:16]2[C:24]3[C:19](=[CH:20][CH:21]=[C:22]([F:25])[CH:23]=3)[N:18]([CH2:26][C:27]([OH:29])=[O:28])[C:17]=2[CH3:31])=[N:9]1)[C:2]1[CH:7]=[CH:6][CH:5]=[CH:4][CH:3]=1. (9) Given the reactants [CH3:1][CH2:2][N:3]([CH2:6][CH2:7][NH:8][C:9]([C:11]1[C:12]([CH3:29])=[C:13](/[CH:17]=[C:18]2/[C:19]3[CH:20]=[C:21]([F:28])[CH:22]=[CH:23][C:24]=3[NH:25][C:26]/2=[O:27])[NH:14][C:15]=1[CH3:16])=[O:10])[CH2:4][CH3:5].[C:30]([OH:43])(=[O:42])/[CH:31]=[CH:32]/[C:33]1[CH:41]=[CH:40][C:38]([OH:39])=[C:35]([O:36][CH3:37])[CH:34]=1, predict the reaction product. The product is: [CH3:1][CH2:2][N:3]([CH2:6][CH2:7][NH:8][C:9]([C:11]1[C:12]([CH3:29])=[C:13](/[CH:17]=[C:18]2/[C:19]3[CH:20]=[C:21]([F:28])[CH:22]=[CH:23][C:24]=3[NH:25][C:26]/2=[O:27])[NH:14][C:15]=1[CH3:16])=[O:10])[CH2:4][CH3:5].[C:30]([O-:43])(=[O:42])/[CH:31]=[CH:32]/[C:33]1[CH:41]=[CH:40][C:38]([OH:39])=[C:35]([O:36][CH3:37])[CH:34]=1. (10) Given the reactants [C:1]([O:5][C:6]([N:8]1[CH2:13][CH2:12][CH2:11][C@@H:10]([NH:14][C:15]2[C:20]([CH3:21])=[CH:19][CH:18]=[CH:17][N+:16]=2[O-:22])[CH2:9]1)=[O:7])([CH3:4])([CH3:3])[CH3:2].[N:23]1[N:27]2[CH:28]=[CH:29][CH:30]=[N:31][C:26]2=[C:25]([C:32]2[CH:40]=[CH:39][C:35]([C:36](O)=[O:37])=[CH:34][CH:33]=2)[CH:24]=1.CN(C(ON1N=NC2C=CC=NC1=2)=[N+](C)C)C.F[P-](F)(F)(F)(F)F.C(N(C(C)C)CC)(C)C, predict the reaction product. The product is: [C:1]([O:5][C:6]([N:8]1[CH2:13][CH2:12][CH2:11][C@@H:10]([N:14]([C:15]2[C:20]([CH3:21])=[CH:19][CH:18]=[CH:17][N+:16]=2[O-:22])[C:36](=[O:37])[C:35]2[CH:34]=[CH:33][C:32]([C:25]3[CH:24]=[N:23][N:27]4[CH:28]=[CH:29][CH:30]=[N:31][C:26]=34)=[CH:40][CH:39]=2)[CH2:9]1)=[O:7])([CH3:4])([CH3:3])[CH3:2].